From a dataset of Plasma protein binding rate (PPBR) regression data from AstraZeneca. Regression/Classification. Given a drug SMILES string, predict its absorption, distribution, metabolism, or excretion properties. Task type varies by dataset: regression for continuous measurements (e.g., permeability, clearance, half-life) or binary classification for categorical outcomes (e.g., BBB penetration, CYP inhibition). For this dataset (ppbr_az), we predict Y. (1) The molecule is NC(=O)c1cnc(N[C@H]2CCCNC2)c2cc(Br)sc12. The Y is 82.0 %. (2) The molecule is O=C1COc2ccc(CNC3CCN(CCN4C(=O)COc5ccc(Cl)cc54)CC3)nc2N1. The Y is 92.8 %. (3) The molecule is CCS(=O)(=O)c1ccc(-c2cc(Cl)ccc2OCC(=O)O)c(F)c1. The Y is 95.1 %. (4) The drug is N#Cc1cnn2c(N)cc(-c3ccccc3)nc12. The Y is 95.0 %. (5) The compound is CS(=O)(=O)N1CCC(NC(=O)NC23CC4CC(CC(C4)C2)C3)CC1. The Y is 71.0 %. (6) The Y is 93.5 %. The molecule is Cc1nnc(NS(=O)(=O)c2ccc(N)cc2)s1.